This data is from Forward reaction prediction with 1.9M reactions from USPTO patents (1976-2016). The task is: Predict the product of the given reaction. (1) Given the reactants O1CCCCC1[O:7][CH:8]1[CH2:14][N:13]([CH2:15][C:16]2[N:21]=[C:20]([NH:22][C:23]3[CH:27]=[CH:26][N:25](COCC[Si](C)(C)C)[N:24]=3)[CH:19]=[N:18][CH:17]=2)[CH2:12][CH2:11][NH:10][CH2:9]1.[F:36][C:37]1[C:45]([C:46]([F:49])([F:48])[F:47])=[CH:44][CH:43]=[CH:42][C:38]=1[C:39](O)=[O:40].FC(F)(F)C(O)=O, predict the reaction product. The product is: [F:36][C:37]1[C:45]([C:46]([F:47])([F:48])[F:49])=[CH:44][CH:43]=[CH:42][C:38]=1[C:39]([N:10]1[CH2:9][CH:8]([OH:7])[CH2:14][N:13]([CH2:15][C:16]2[N:21]=[C:20]([NH:22][C:23]3[CH:27]=[CH:26][NH:25][N:24]=3)[CH:19]=[N:18][CH:17]=2)[CH2:12][CH2:11]1)=[O:40]. (2) Given the reactants [NH2:1][C:2]1[CH:33]=[CH:32][C:31]([Cl:34])=[CH:30][C:3]=1[C:4]([N:6]([CH2:19][C:20]1[CH:25]=[CH:24][C:23]([C:26]([CH3:29])([CH3:28])[CH3:27])=[CH:22][CH:21]=1)[CH2:7][CH2:8][C:9]1[CH:14]=[CH:13][CH:12]=[C:11]([C:15]([F:18])([F:17])[F:16])[CH:10]=1)=[O:5].[C:35](OC(=O)C)(=[O:37])[CH3:36].C(N(C(C)C)C(C)C)C, predict the reaction product. The product is: [C:35]([NH:1][C:2]1[CH:33]=[CH:32][C:31]([Cl:34])=[CH:30][C:3]=1[C:4]([N:6]([CH2:19][C:20]1[CH:25]=[CH:24][C:23]([C:26]([CH3:29])([CH3:28])[CH3:27])=[CH:22][CH:21]=1)[CH2:7][CH2:8][C:9]1[CH:14]=[CH:13][CH:12]=[C:11]([C:15]([F:16])([F:17])[F:18])[CH:10]=1)=[O:5])(=[O:37])[CH3:36]. (3) The product is: [OH:1][CH2:2]/[CH:3]=[C:4](\[C:6]1[C:7]([O:20][CH2:24][CH2:25][CH3:26])=[CH:8][C:9]2[C:10]([CH3:19])([CH3:18])[CH2:11][CH2:12][C:13]([CH3:17])([CH3:16])[C:14]=2[CH:15]=1)/[CH3:5]. Given the reactants [OH:1][CH2:2][CH:3]=[C:4]([C:6]1[C:7]([OH:20])=[CH:8][C:9]2[C:10]([CH3:19])([CH3:18])[CH2:11][CH2:12][C:13]([CH3:17])([CH3:16])[C:14]=2[CH:15]=1)[CH3:5].[F-].[Cs+].I[CH2:24][CH2:25][CH3:26], predict the reaction product. (4) The product is: [OH:31][CH2:11][CH2:10][C:12]1[CH:13]=[CH:14][C:15]([O:20][C:21]2[CH:26]=[CH:25][CH:24]=[C:23]([C:27]([F:28])([F:29])[F:30])[CH:22]=2)=[C:16]([CH:19]=1)[C:17]#[N:18]. Given the reactants B1C2CCCC1CCC2.[CH:10]([C:12]1[CH:13]=[CH:14][C:15]([O:20][C:21]2[CH:26]=[CH:25][CH:24]=[C:23]([C:27]([F:30])([F:29])[F:28])[CH:22]=2)=[C:16]([CH:19]=1)[C:17]#[N:18])=[CH2:11].[O-:31]S([O-])=O.[Na+].[Na+], predict the reaction product. (5) The product is: [F:10][C:4]1[CH:3]=[C:2]([S:17][CH3:16])[CH:7]=[CH:6][C:5]=1[O:8][CH3:9]. Given the reactants Br[C:2]1[CH:7]=[CH:6][C:5]([O:8][CH3:9])=[C:4]([F:10])[CH:3]=1.C([Li])CCC.[CH3:16][S:17]SC, predict the reaction product.